This data is from Full USPTO retrosynthesis dataset with 1.9M reactions from patents (1976-2016). The task is: Predict the reactants needed to synthesize the given product. (1) Given the product [ClH:24].[CH3:1][C:2]1[S:3][CH:4]=[C:5](/[CH:7]=[CH:8]/[C:9]2[C:10]([OH:20])=[N:11][N:12]([C:14]3[CH:19]=[CH:18][CH:17]=[CH:16][CH:15]=3)[CH:13]=2)[N:6]=1, predict the reactants needed to synthesize it. The reactants are: [CH3:1][C:2]1[S:3][CH:4]=[C:5](/[CH:7]=[CH:8]/[C:9]2[C:10]([O:20]COC)=[N:11][N:12]([C:14]3[CH:19]=[CH:18][CH:17]=[CH:16][CH:15]=3)[CH:13]=2)[N:6]=1.[ClH:24]. (2) Given the product [Cl:3][C:4]1[C:9]([N:10]2[CH2:15][CH2:14][N:13]([C:31]([NH:30][S:27]([C:25]3[S:26][C:22]([Cl:21])=[CH:23][CH:24]=3)(=[O:29])=[O:28])=[O:32])[CH2:12][CH2:11]2)=[N:8][CH:7]=[C:6]([C:16]([CH:18]2[CH2:19][CH2:20]2)=[O:17])[CH:5]=1, predict the reactants needed to synthesize it. The reactants are: Cl.Cl.[Cl:3][C:4]1[CH:5]=[C:6]([C:16]([CH:18]2[CH2:20][CH2:19]2)=[O:17])[CH:7]=[N:8][C:9]=1[N:10]1[CH2:15][CH2:14][NH:13][CH2:12][CH2:11]1.[Cl:21][C:22]1[S:26][C:25]([S:27]([NH:30][C:31](=O)[O:32]CC(Cl)(Cl)Cl)(=[O:29])=[O:28])=[CH:24][CH:23]=1.CCN(C(C)C)C(C)C.